This data is from Forward reaction prediction with 1.9M reactions from USPTO patents (1976-2016). The task is: Predict the product of the given reaction. (1) The product is: [C:48]([O:47][C:45](=[O:46])[CH2:44][C:27]1([C:25]2[S:26][C:22]([Br:21])=[CH:23][CH:24]=2)[S:33](=[O:35])(=[O:34])[CH2:32][CH2:31][N:30]([C:36]([O:38][C:39]([CH3:42])([CH3:41])[CH3:40])=[O:37])[CH2:29][CH2:28]1)([CH3:51])([CH3:50])[CH3:49]. Given the reactants C([N-]C(C)C)(C)C.[Li+].C(NC(C)C)(C)C.C([Li])CCC.[Br:21][C:22]1[S:26][C:25]([CH:27]2[S:33](=[O:35])(=[O:34])[CH2:32][CH2:31][N:30]([C:36]([O:38][C:39]([CH3:42])([CH3:41])[CH3:40])=[O:37])[CH2:29][CH2:28]2)=[CH:24][CH:23]=1.Br[CH2:44][C:45]([O:47][C:48]([CH3:51])([CH3:50])[CH3:49])=[O:46].[Cl-].[NH4+], predict the reaction product. (2) The product is: [C:15]1([C@@H:21]([NH:23][C:4]2[CH2:9][CH2:8][CH2:7][CH2:6][C:5]=2[C:10]([O:12][CH2:13][CH3:14])=[O:11])[CH3:22])[CH:20]=[CH:19][CH:18]=[CH:17][CH:16]=1. Given the reactants CO.O=[C:4]1[CH2:9][CH2:8][CH2:7][CH2:6][CH:5]1[C:10]([O:12][CH2:13][CH3:14])=[O:11].[C:15]1([C@@H:21]([NH2:23])[CH3:22])[CH:20]=[CH:19][CH:18]=[CH:17][CH:16]=1.FC(F)(F)S([O-])(=O)=O.[Yb+3].FC(F)(F)S([O-])(=O)=O.FC(F)(F)S([O-])(=O)=O, predict the reaction product. (3) Given the reactants [NH2:1][C:2]1[CH:10]=[C:9]([Cl:11])[CH:8]=[CH:7][C:3]=1[C:4]([NH2:6])=O.[CH:12]1([C:18](Cl)=O)[CH2:17][CH2:16][CH2:15][CH2:14][CH2:13]1.[NH:21]1[CH2:25][CH2:24][CH2:23][CH2:22]1, predict the reaction product. The product is: [Cl:11][C:9]1[CH:10]=[C:2]2[C:3]([C:4]([N:21]3[CH2:25][CH2:24][CH2:23][CH2:22]3)=[N:6][C:18]([CH:12]3[CH2:17][CH2:16][CH2:15][CH2:14][CH2:13]3)=[N:1]2)=[CH:7][CH:8]=1. (4) The product is: [CH2:25]([CH:29]1[CH2:34][CH2:33][N:32]([CH2:2][CH2:3][CH2:4][N:5]2[C:10]3[CH:11]=[CH:12][C:13]([CH3:15])=[CH:14][C:9]=3[O:8][CH2:7][C:6]2=[O:16])[CH2:31][CH2:30]1)[CH2:26][CH2:27][CH3:28]. Given the reactants Cl[CH2:2][CH2:3][CH2:4][N:5]1[C:10]2[CH:11]=[CH:12][C:13]([CH3:15])=[CH:14][C:9]=2[O:8][CH2:7][C:6]1=[O:16].C([O-])([O-])=O.[K+].[K+].[Na+].[I-].[CH2:25]([CH:29]1[CH2:34][CH2:33][NH:32][CH2:31][CH2:30]1)[CH2:26][CH2:27][CH3:28], predict the reaction product.